From a dataset of Forward reaction prediction with 1.9M reactions from USPTO patents (1976-2016). Predict the product of the given reaction. Given the reactants [CH3:1][Mg]I.C([O:7][C@H:8]1[CH2:25][CH2:24][C@@:23]2([CH:26]=[O:27])[C:10](=[CH:11][CH2:12][C@@H:13]3[C@@H:22]2[CH2:21][CH2:20][C@@:18]2([CH3:19])[C@H:14]3[CH2:15][CH2:16][C@@H:17]2[O:28]C(=O)C)[CH2:9]1)(=O)C, predict the reaction product. The product is: [CH3:1][CH:26]([OH:27])[C@@:23]12[C@@H:22]3[C@H:13]([C@H:14]4[C@@:18]([CH2:20][CH2:21]3)([CH3:19])[C@@H:17]([OH:28])[CH2:16][CH2:15]4)[CH2:12][CH:11]=[C:10]1[CH2:9][C@@H:8]([OH:7])[CH2:25][CH2:24]2.